The task is: Predict the reactants needed to synthesize the given product.. This data is from Full USPTO retrosynthesis dataset with 1.9M reactions from patents (1976-2016). (1) Given the product [NH:3]1[C:4]2[CH:9]=[CH:8][CH:7]=[CH:6][C:5]=2[N:1]=[C:2]1[CH:10]([NH:20][C:21]([NH:23][CH2:24][CH2:41][C:37]1[CH:38]=[CH:39][CH:40]=[C:35]([O:34][CH3:33])[CH:36]=1)=[O:22])[CH2:11][C:12]1[CH:17]=[CH:16][C:15]([O:18][CH3:19])=[CH:14][CH:13]=1, predict the reactants needed to synthesize it. The reactants are: [NH:1]1[C:5]2[CH:6]=[CH:7][CH:8]=[CH:9][C:4]=2[N:3]=[C:2]1[CH:10]([NH:20][C:21]([NH:23][CH2:24]C1C=CC=CC=1OC)=[O:22])[CH2:11][C:12]1[CH:17]=[CH:16][C:15]([O:18][CH3:19])=[CH:14][CH:13]=1.[CH3:33][O:34][C:35]1[CH:36]=[C:37]([CH2:41]CN)[CH:38]=[CH:39][CH:40]=1.C(O)(C(F)(F)F)=O. (2) Given the product [Br:1][C:2]1[CH:3]=[C:4]([CH:8]([C:16]2[CH:21]=[CH:20][CH:19]=[CH:18][C:17]=2[CH3:22])[CH2:9][C:10]([C:28]2[CH:27]=[C:26]([CH3:31])[N:25]=[C:24]([F:23])[CH:29]=2)=[O:11])[CH:5]=[CH:6][CH:7]=1, predict the reactants needed to synthesize it. The reactants are: [Br:1][C:2]1[CH:3]=[C:4]([CH:8]([C:16]2[CH:21]=[CH:20][CH:19]=[CH:18][C:17]=2[CH3:22])[CH2:9][C:10](N(OC)C)=[O:11])[CH:5]=[CH:6][CH:7]=1.[F:23][C:24]1[CH:29]=[C:28](I)[CH:27]=[C:26]([CH3:31])[N:25]=1.